Dataset: Reaction yield outcomes from USPTO patents with 853,638 reactions. Task: Predict the reaction yield, written as a fraction of the theoretical maximum amount of product (1.0 means a 100% yield; for example, 0.34 means a 34% yield). (1) The product is [CH3:32][O:31][C:28]1[CH:27]=[CH:26][C:25]([C:16]([C:17]2[CH:18]=[CH:19][C:20]([O:23][CH3:24])=[CH:21][CH:22]=2)([C:33]2[CH:38]=[CH:37][CH:36]=[CH:35][CH:34]=2)[O:1][C@@H:2]2[C@@H:6]([OH:7])[CH2:5][N:4]([C:8]([O:10][C:11]([CH3:14])([CH3:13])[CH3:12])=[O:9])[CH2:3]2)=[CH:30][CH:29]=1. The catalyst is N1C=CC=CC=1. The reactants are [OH:1][C@@H:2]1[C@@H:6]([OH:7])[CH2:5][N:4]([C:8]([O:10][C:11]([CH3:14])([CH3:13])[CH3:12])=[O:9])[CH2:3]1.Cl[C:16]([C:33]1[CH:38]=[CH:37][CH:36]=[CH:35][CH:34]=1)([C:25]1[CH:30]=[CH:29][C:28]([O:31][CH3:32])=[CH:27][CH:26]=1)[C:17]1[CH:22]=[CH:21][C:20]([O:23][CH3:24])=[CH:19][CH:18]=1. The yield is 0.650. (2) The reactants are [Br:1][C:2]1[CH:10]=[C:9]2[C:5]([CH2:6][CH2:7][C:8]2=O)=[CH:4][CH:3]=1.[Cl:12][C:13]1[CH:18]=[CH:17][C:16]([NH:19][NH2:20])=[CH:15][CH:14]=1. The catalyst is C(O)C.C(O)(=O)C. The product is [Br:1][C:2]1[CH:10]=[C:9]2[C:5]([CH2:6][CH2:7][C:8]2=[N:20][NH:19][C:16]2[CH:17]=[CH:18][C:13]([Cl:12])=[CH:14][CH:15]=2)=[CH:4][CH:3]=1. The yield is 1.00.